Dataset: Catalyst prediction with 721,799 reactions and 888 catalyst types from USPTO. Task: Predict which catalyst facilitates the given reaction. (1) Reactant: [BH4-].[Na+].[Cl:3][C:4]1[CH:9]=[CH:8][C:7]([C:10]2[CH:15]=[CH:14][C:13]([C:16](=[O:22])[CH2:17][CH2:18][C:19]([OH:21])=[O:20])=[CH:12][CH:11]=2)=[CH:6][CH:5]=1. Product: [Cl:3][C:4]1[CH:5]=[CH:6][C:7]([C:10]2[CH:15]=[CH:14][C:13]([CH:16]([OH:22])[CH2:17][CH2:18][C:19]([OH:21])=[O:20])=[CH:12][CH:11]=2)=[CH:8][CH:9]=1. The catalyst class is: 8. (2) Reactant: O1C2([CH2:10][CH2:9][N:8]([C:11]3[N:12]=[C:13]([NH:27][CH3:28])[C:14]4[N:15]=[C:16]([NH:23]CCC)[N:17]=[C:18]([NH:21][CH3:22])[C:19]=4[N:20]=3)[CH2:7][CH2:6]2)OCC1.Cl.[C:30]([O-:33])(O)=O.[Na+]. Product: [O:33]=[C:30]1[CH2:6][CH2:7][N:8]([C:11]2[N:12]=[C:13]([NH:27][CH3:28])[C:14]3[N:15]=[C:16]([NH:23][NH:12][CH2:13][CH2:14][CH3:19])[N:17]=[C:18]([NH:21][CH3:22])[C:19]=3[N:20]=2)[CH2:9][CH2:10]1. The catalyst class is: 1. (3) Reactant: F[C:2]1[N:10]=[CH:9][C:8]([F:11])=[CH:7][C:3]=1[C:4]([OH:6])=O.CN(C(ON1N=NC2C=CC=CC1=2)=[N+](C)C)C.[B-](F)(F)(F)F.CCN(C(C)C)C(C)C.[CH2:43]([O:50][C:51](=[O:57])[NH:52][CH2:53][C:54](=[NH:56])[NH2:55])[C:44]1[CH:49]=[CH:48][CH:47]=[CH:46][CH:45]=1. Product: [CH2:43]([O:50][C:51](=[O:57])[NH:52][CH2:53][C:54]1[NH:56][C:4](=[O:6])[C:3]2[CH:7]=[C:8]([F:11])[CH:9]=[N:10][C:2]=2[N:55]=1)[C:44]1[CH:45]=[CH:46][CH:47]=[CH:48][CH:49]=1. The catalyst class is: 174. (4) Reactant: [NH:1]1[C:5](=[O:6])[CH2:4][CH2:3][C@@H:2]1[C:7]([OH:9])=O.C(O[C:14](=O)[CH3:15])(=O)C. Product: [C:14]1([C@H:15]2[N:1]3[C:5](=[O:6])[CH2:4][CH2:3][C@@H:2]3[CH2:7][O:9]2)[CH:5]=[CH:4][CH:3]=[CH:2][CH:7]=1. The catalyst class is: 17. (5) Reactant: C([N-]C(C)C)(C)C.[Li+].[Cl:9][C:10]1[CH:15]=[CH:14][CH:13]=[C:12]([C:16]([F:19])([F:18])[F:17])[N:11]=1.[CH:20](=[O:27])[C:21]1[CH:26]=[CH:25][CH:24]=[CH:23][CH:22]=1.O. Product: [Cl:9][C:10]1[C:15]([CH:20]([C:21]2[CH:26]=[CH:25][CH:24]=[CH:23][CH:22]=2)[OH:27])=[CH:14][CH:13]=[C:12]([C:16]([F:17])([F:18])[F:19])[N:11]=1. The catalyst class is: 7. (6) Reactant: [F:1][C:2]1[CH:3]=[CH:4][CH:5]=[C:6]2[C:10]=1[N:9]([C@@H:11]([C:16]1[CH:21]=[C:20]([F:22])[CH:19]=[C:18]([F:23])[CH:17]=1)[C@H:12]([OH:15])[CH2:13]O)[C:8](=[O:24])[C:7]2([CH3:26])[CH3:25].C1(C)C=CC(S(Cl)(=O)=O)=CC=1.[N:38]1C=CC=C[CH:39]=1. Product: [F:23][C:18]1[CH:17]=[C:16]([C@H:11]([N:9]2[C:10]3[C:6](=[CH:5][CH:4]=[CH:3][C:2]=3[F:1])[C:7]([CH3:26])([CH3:25])[C:8]2=[O:24])[C@H:12]([OH:15])[CH2:13][NH:38][CH3:39])[CH:21]=[C:20]([F:22])[CH:19]=1. The catalyst class is: 27. (7) Reactant: [CH3:1][NH:2][C:3]1[CH:8]=[CH:7][C:6]([O:9][C:10]2[CH:15]=[CH:14][C:13]([N+:16]([O-])=O)=[CH:12][C:11]=2[CH3:19])=[CH:5][C:4]=1[N+:20]([O-])=O.[H][H]. Product: [NH2:16][C:13]1[CH:14]=[CH:15][C:10]([O:9][C:6]2[CH:5]=[C:4]([NH2:20])[C:3]([NH:2][CH3:1])=[CH:8][CH:7]=2)=[C:11]([CH3:19])[CH:12]=1. The catalyst class is: 604.